This data is from Reaction yield outcomes from USPTO patents with 853,638 reactions. The task is: Predict the reaction yield, written as a fraction of the theoretical maximum amount of product (1.0 means a 100% yield; for example, 0.34 means a 34% yield). (1) The reactants are [C:1]([O:5][C:6]([N:8]1[CH2:12][CH2:11][C:10](=[O:13])[CH2:9]1)=[O:7])([CH3:4])([CH3:3])[CH3:2].[C:14]([Mg]Br)#[CH:15]. The catalyst is O1CCCC1. The product is [C:1]([O:5][C:6]([N:8]1[CH2:12][CH2:11][C:10]([C:14]#[CH:15])([OH:13])[CH2:9]1)=[O:7])([CH3:4])([CH3:2])[CH3:3]. The yield is 0.440. (2) The reactants are Cl.[NH2:2][C:3]1[S:4][C:5]([Cl:8])=[CH:6][N:7]=1.Cl[S:10]([C:13]1[CH:14]=[CH:15][C:16]([C:19]([O:21]C)=[O:20])=[N:17][CH:18]=1)(=[O:12])=[O:11].Cl.[OH-].[Na+]. The catalyst is N1C=CC=CC=1.O. The product is [Cl:8][C:5]1[S:4][C:3]([NH:2][S:10]([C:13]2[CH:14]=[CH:15][C:16]([C:19]([OH:21])=[O:20])=[N:17][CH:18]=2)(=[O:11])=[O:12])=[N:7][CH:6]=1. The yield is 0.0700. (3) The reactants are Cl[C:2]([C:11]1[C:12]([Cl:17])=[N:13][CH:14]=[CH:15][CH:16]=1)=[C:3]([C:9]#[N:10])[C:4]([O:6][CH2:7][CH3:8])=[O:5].[Cl:18][C:19]1[N:24]=[CH:23][C:22]([CH:25]([NH2:27])[CH3:26])=[CH:21][CH:20]=1.C(N(CC)CC)C. The catalyst is C(#N)C. The product is [Cl:17][C:12]1[C:11](/[C:2](/[NH:27][CH:25]([C:22]2[CH:23]=[N:24][C:19]([Cl:18])=[CH:20][CH:21]=2)[CH3:26])=[C:3](\[C:9]#[N:10])/[C:4]([O:6][CH2:7][CH3:8])=[O:5])=[CH:16][CH:15]=[CH:14][N:13]=1. The yield is 0.680.